Dataset: Catalyst prediction with 721,799 reactions and 888 catalyst types from USPTO. Task: Predict which catalyst facilitates the given reaction. (1) Reactant: [C:1]([C:4]1[S:8][C:7]([C:9]([OH:11])=O)=[CH:6][CH:5]=1)(=[O:3])[CH3:2].C1C=CC2N(O)N=NC=2C=1.CCN=C=NCCCN(C)C.Cl.[CH3:34][N:35]([CH3:42])[CH2:36][C:37]([CH3:41])([CH3:40])[CH2:38][NH2:39]. Product: [C:1]([C:4]1[S:8][C:7]([C:9]([NH:39][CH2:38][C:37]([CH3:41])([CH3:40])[CH2:36][N:35]([CH3:42])[CH3:34])=[O:11])=[CH:6][CH:5]=1)(=[O:3])[CH3:2]. The catalyst class is: 3. (2) Reactant: [CH3:1][O:2][C:3](=[O:9])[CH2:4][CH2:5][C:6](Cl)=[O:7].[Al+3].[Cl-].[Cl-].[Cl-].[CH2:14]([O:16][C:17]1[CH:22]=[CH:21][CH:20]=[CH:19][C:18]=1[O:23][CH2:24][CH3:25])[CH3:15]. Product: [CH3:1][O:2][C:3](=[O:9])[CH2:4][CH2:5][C:6]([C:21]1[CH:20]=[CH:19][C:18]([O:23][CH2:24][CH3:25])=[C:17]([O:16][CH2:14][CH3:15])[CH:22]=1)=[O:7]. The catalyst class is: 4. (3) Reactant: [F:1][C:2]1[C:11]2[C:6](=[CH:7][C:8]([O:12][CH3:13])=[CH:9][CH:10]=2)[CH:5]=[CH:4][CH:3]=1.[CH3:14][O:15]C(Cl)Cl.Cl. Product: [F:1][C:2]1[CH:3]=[CH:4][CH:5]=[C:6]2[C:11]=1[CH:10]=[CH:9][C:8]([O:12][CH3:13])=[C:7]2[CH:14]=[O:15]. The catalyst class is: 388. (4) Reactant: [C:1]([O:4][CH2:5][CH2:6][N:7]([CH3:24])[C:8](=[O:23])[C@H:9]([O:11][C:12]1[CH:21]=[CH:20][CH:19]=[C:18]2[C:13]=1[C:14](=O)[NH:15][CH:16]=[N:17]2)[CH3:10])(=[O:3])[CH3:2].C1(P(C2C=CC=CC=2)C2C=CC=CC=2)C=CC=CC=1.C(Cl)(Cl)(Cl)Cl.[N:49]1([C:56]([C:58]2[CH:64]=[CH:63][C:61]([NH2:62])=[CH:60][C:59]=2[Cl:65])=[O:57])[CH2:55][CH2:54][CH2:53][CH2:52][CH2:51][CH2:50]1. Product: [C:1]([O:4][CH2:5][CH2:6][N:7]([C:8](=[O:23])[C@H:9]([O:11][C:12]1[CH:21]=[CH:20][CH:19]=[C:18]2[C:13]=1[C:14]([NH:62][C:61]1[CH:63]=[CH:64][C:58]([C:56]([N:49]3[CH2:55][CH2:54][CH2:53][CH2:52][CH2:51][CH2:50]3)=[O:57])=[C:59]([Cl:65])[CH:60]=1)=[N:15][CH:16]=[N:17]2)[CH3:10])[CH3:24])(=[O:3])[CH3:2]. The catalyst class is: 26. (5) Reactant: [Si:1]([CH:5]=[N+:6]=[N-:7])([CH3:4])([CH3:3])[CH3:2].C([Li])CCC.[F:13][C:14]1[CH:19]=[C:18]([I:20])[CH:17]=[CH:16][C:15]=1[NH:21][C:22]1[CH:29]=[N:28][CH:27]=[CH:26][C:23]=1[C:24]#[N:25]. Product: [F:13][C:14]1[CH:19]=[C:18]([I:20])[CH:17]=[CH:16][C:15]=1[NH:21][C:22]1[CH:29]=[N:28][CH:27]=[CH:26][C:23]=1[C:24]1[N:25]=[N:7][NH:6][C:5]=1[Si:1]([CH3:4])([CH3:3])[CH3:2]. The catalyst class is: 28. (6) Reactant: [CH2:1]([N:8]1[CH2:12][CH2:11][CH:10]([NH:13][C:14]2[N:19]=[C:18]([CH3:20])[C:17](/[CH:21]=[CH:22]/[C:23]([O:25]CC)=[O:24])=[CH:16][N:15]=2)[CH2:9]1)[C:2]1[CH:7]=[CH:6][CH:5]=[CH:4][CH:3]=1.[OH-].[Na+]. Product: [CH2:1]([N:8]1[CH2:12][CH2:11][CH:10]([NH:13][C:14]2[N:19]=[C:18]([CH3:20])[C:17](/[CH:21]=[CH:22]/[C:23]([OH:25])=[O:24])=[CH:16][N:15]=2)[CH2:9]1)[C:2]1[CH:7]=[CH:6][CH:5]=[CH:4][CH:3]=1. The catalyst class is: 92.